Dataset: Reaction yield outcomes from USPTO patents with 853,638 reactions. Task: Predict the reaction yield, written as a fraction of the theoretical maximum amount of product (1.0 means a 100% yield; for example, 0.34 means a 34% yield). (1) The reactants are [OH:1][C@H:2]1[CH2:6][CH2:5][N:4]([C:7]([O:9][C:10]([CH3:13])([CH3:12])[CH3:11])=[O:8])[CH2:3]1.[H-].[Na+].Br[CH2:17][CH2:18][O:19][CH2:20][CH2:21][O:22][CH2:23][CH2:24][O:25][CH3:26]. The catalyst is O1CCCC1. The product is [CH3:26][O:25][CH2:24][CH2:23][O:22][CH2:21][CH2:20][O:19][CH2:18][CH2:17][O:1][C@H:2]1[CH2:6][CH2:5][N:4]([C:7]([O:9][C:10]([CH3:13])([CH3:12])[CH3:11])=[O:8])[CH2:3]1. The yield is 0.480. (2) The reactants are [CH2:1]([N:3]1[C:7]([C:8]([OH:10])=O)=[CH:6][CH:5]=[N:4]1)[CH3:2].O1CCCC1.C(Cl)(=O)C(Cl)=O.[NH2:22][C:23]1[CH:24]=[C:25]([CH:42]=[CH:43][C:44]=1[F:45])[O:26][C:27]1[CH:28]=[CH:29][C:30]2[N:31]([CH:33]=[C:34]([NH:36][C:37]([CH:39]3[CH2:41][CH2:40]3)=[O:38])[N:35]=2)[N:32]=1. The catalyst is CN(C)C=O.CN1CCCC1=O. The product is [CH:39]1([C:37]([NH:36][C:34]2[N:35]=[C:30]3[CH:29]=[CH:28][C:27]([O:26][C:25]4[CH:42]=[CH:43][C:44]([F:45])=[C:23]([NH:22][C:8]([C:7]5[N:3]([CH2:1][CH3:2])[N:4]=[CH:5][CH:6]=5)=[O:10])[CH:24]=4)=[N:32][N:31]3[CH:33]=2)=[O:38])[CH2:40][CH2:41]1. The yield is 0.530. (3) The reactants are [CH:1]([NH:5][C:6]1[S:7][C:8]2[C:13]([N:14]=1)=[CH:12][CH:11]=[C:10]([CH:15]=[O:16])[N:9]=2)([CH2:3][CH3:4])[CH3:2].[F:17][C:18]1[CH:23]=[CH:22][CH:21]=[CH:20][C:19]=1[CH:24]([N+:35]#[C-:36])S(C1C=CC(C)=CC=1)(=O)=O.C([O-])([O-])=O.[K+].[K+]. The catalyst is CCO. The product is [CH:1]([NH:5][C:6]1[S:7][C:8]2[C:13]([N:14]=1)=[CH:12][CH:11]=[C:10]([C:15]1[O:16][CH:36]=[N:35][C:24]=1[C:19]1[CH:20]=[CH:21][CH:22]=[CH:23][C:18]=1[F:17])[N:9]=2)([CH2:3][CH3:4])[CH3:2]. The yield is 0.300. (4) The reactants are [Cl:1][C:2]1[N:7]=[C:6]([NH2:8])[N:5]=[C:4]([NH:9][C@H:10]2[C:19]3[C:14](=[C:15]([F:20])[CH:16]=[CH:17][CH:18]=3)[O:13][CH2:12][CH2:11]2)[C:3]=1[NH2:21].[C:22](Cl)(Cl)=[O:23]. The catalyst is C1COCC1.C1(C)C=CC=CC=1. The product is [NH2:8][C:6]1[N:5]=[C:4]2[C:3]([NH:21][C:22](=[O:23])[N:9]2[C@H:10]2[C:19]3[C:14](=[C:15]([F:20])[CH:16]=[CH:17][CH:18]=3)[O:13][CH2:12][CH2:11]2)=[C:2]([Cl:1])[N:7]=1. The yield is 0.800. (5) The reactants are O=C1C2C=CC=CC=2C(=O)[N:3]1[CH2:12][CH:13]([NH:22][C:23]([NH:25][NH:26][C:27]([C:29]1[CH:30]=[C:31]2[C:36](=[CH:37][CH:38]=1)[CH:35]=[N:34][CH:33]=[CH:32]2)=O)=[S:24])[CH2:14][C:15]1[CH:20]=[CH:19][C:18]([Cl:21])=[CH:17][CH:16]=1.Cl.NC(CC1C=CC(Cl)=CC=1)CN1C(=O)C2C=CC=CC=2C1=O. No catalyst specified. The product is [NH2:3][CH2:12][CH:13]([NH:22][C:23]1[S:24][C:27]([C:29]2[CH:30]=[C:31]3[C:36](=[CH:37][CH:38]=2)[CH:35]=[N:34][CH:33]=[CH:32]3)=[N:26][N:25]=1)[CH2:14][C:15]1[CH:20]=[CH:19][C:18]([Cl:21])=[CH:17][CH:16]=1. The yield is 0.750. (6) The reactants are C([O:8][C:9](=[O:20])[CH2:10][N:11]1[C:15]2[CH:16]=[CH:17][CH:18]=[CH:19][C:14]=2[N:13]=[CH:12]1)C1C=CC=CC=1.[H][H]. The catalyst is CO.[Pd]. The product is [N:11]1([CH2:10][C:9]([OH:20])=[O:8])[C:15]2[CH:16]=[CH:17][CH:18]=[CH:19][C:14]=2[N:13]=[CH:12]1. The yield is 0.480.